Dataset: Full USPTO retrosynthesis dataset with 1.9M reactions from patents (1976-2016). Task: Predict the reactants needed to synthesize the given product. (1) Given the product [Br:1][C:2]1[C:3](=[O:41])[NH:4][C:5]2[C:10]([CH:11]=1)=[CH:9][C:8]1[C:12]([C:34]3[CH:39]=[CH:38][N:37]=[C:36]([CH3:40])[CH:35]=3)=[N:13][NH:14][C:7]=1[CH:6]=2, predict the reactants needed to synthesize it. The reactants are: [Br:1][C:2]1[C:3](=[O:41])[NH:4][C:5]2[C:10]([CH:11]=1)=[CH:9][C:8]1[C:12]([C:34]3[CH:39]=[CH:38][N:37]=[C:36]([CH3:40])[CH:35]=3)=[N:13][N:14](C(C3C=CC=CC=3)(C3C=CC=CC=3)C3C=CC=CC=3)[C:7]=1[CH:6]=2.C(O)(C(F)(F)F)=O.C([SiH](CC)CC)C. (2) Given the product [F:12][C:10]([F:13])([F:11])[C:8]1[CH:7]=[C:6]([C@H:14]([O:16][C@H:17]2[CH2:22][CH2:21][N:20]([C:36](=[O:37])[CH2:35][NH:34][C:31](=[O:33])[CH3:32])[CH2:19][C@H:18]2[C:23]2[CH:28]=[CH:27][CH:26]=[CH:25][CH:24]=2)[CH3:15])[CH:5]=[C:4]([C:3]([F:29])([F:2])[F:30])[CH:9]=1, predict the reactants needed to synthesize it. The reactants are: Cl.[F:2][C:3]([F:30])([F:29])[C:4]1[CH:5]=[C:6]([C@H:14]([O:16][C@H:17]2[CH2:22][CH2:21][NH:20][CH2:19][C@H:18]2[C:23]2[CH:28]=[CH:27][CH:26]=[CH:25][CH:24]=2)[CH3:15])[CH:7]=[C:8]([C:10]([F:13])([F:12])[F:11])[CH:9]=1.[C:31]([NH:34][CH2:35][C:36](O)=[O:37])(=[O:33])[CH3:32].CCN=C=NCCCN(C)C.Cl.C1C=CC2N(O)N=NC=2C=1.CCN(C(C)C)C(C)C. (3) The reactants are: [C]=[O:2].Cl[C:4]1[N:9]=[N:8][C:7]2[O:10][CH2:11][CH2:12][O:13][C:6]=2[CH:5]=1.[C:14]1(P([C:15]2[CH:14]=CC=[CH:17][CH:16]=2)CCCP([C:15]2[CH:14]=CC=[CH:17][CH:16]=2)[C:15]2[CH:14]=CC=[CH:17][CH:16]=2)C=C[CH:17]=[CH:16][CH:15]=1.N12CCCN=C1CCCCC2.[CH2:54]([OH:58])CCC. Given the product [N:8]1[C:7]2[O:10][CH2:11][CH2:12][O:13][C:6]=2[CH:5]=[C:4]([C:54]([O:58][CH2:17][CH2:16][CH2:15][CH3:14])=[O:2])[N:9]=1, predict the reactants needed to synthesize it. (4) Given the product [CH3:1][O:2][C:3]([C@@H:5]1[CH2:9][C@@H:8]([S:10]([C:13]2[CH:18]=[CH:17][CH:16]=[CH:15][C:14]=2[C:19]([F:20])([F:21])[F:22])(=[O:11])=[O:12])[CH2:7][N:6]1[C:23]1[N:40]([C:33]2[C:34]3[C:39](=[CH:38][CH:37]=[CH:36][CH:35]=3)[N:30]=[CH:31][CH:32]=2)[N:41]=[C:25]([CH3:26])[CH:24]=1)=[O:4], predict the reactants needed to synthesize it. The reactants are: [CH3:1][O:2][C:3]([C@@H:5]1[CH2:9][C@@H:8]([S:10]([C:13]2[CH:18]=[CH:17][CH:16]=[CH:15][C:14]=2[C:19]([F:22])([F:21])[F:20])(=[O:12])=[O:11])[CH2:7][N:6]1[C:23](=S)[CH2:24][C:25](=O)[CH3:26])=[O:4].Cl.[N:30]1[C:39]2[C:34](=[CH:35][CH:36]=[CH:37][CH:38]=2)[C:33]([NH:40][NH2:41])=[CH:32][CH:31]=1.